Dataset: Full USPTO retrosynthesis dataset with 1.9M reactions from patents (1976-2016). Task: Predict the reactants needed to synthesize the given product. Given the product [C:28](=[O:29])([O:19][CH2:18][C:10]1[N:11]=[C:12]2[CH:17]=[CH:16][CH:15]=[CH:14][N:13]2[C:9]=1[C:8]#[C:7][C:1]1[CH:2]=[CH:3][CH:4]=[CH:5][CH:6]=1)[O:30][CH2:31][CH:32]([CH3:34])[CH3:33], predict the reactants needed to synthesize it. The reactants are: [C:1]1([C:7]#[C:8][C:9]2[N:13]3[CH:14]=[CH:15][CH:16]=[CH:17][C:12]3=[N:11][C:10]=2[CH2:18][OH:19])[CH:6]=[CH:5][CH:4]=[CH:3][CH:2]=1.C(N(CC)CC)C.Cl[C:28]([O:30][CH2:31][CH:32]([CH3:34])[CH3:33])=[O:29].